Dataset: Catalyst prediction with 721,799 reactions and 888 catalyst types from USPTO. Task: Predict which catalyst facilitates the given reaction. (1) Reactant: [CH:1]1([CH:4]2[C:13]3=[CH:14][N:15]=[CH:16][CH:17]=[C:12]3[C:11]3[CH:10]=[CH:9][C:8]([O:18][CH2:19][C@@H:20]([NH:25]C(=O)OC(C)(C)C)[CH2:21][CH:22]([CH3:24])[CH3:23])=[CH:7][C:6]=3[O:5]2)[CH2:3][CH2:2]1.[ClH:33].O1CCOCC1. Product: [CH:1]1([CH:4]2[C:13]3=[CH:14][N:15]=[CH:16][CH:17]=[C:12]3[C:11]3[CH:10]=[CH:9][C:8]([O:18][CH2:19][C@@H:20]([NH2:25])[CH2:21][CH:22]([CH3:23])[CH3:24])=[CH:7][C:6]=3[O:5]2)[CH2:3][CH2:2]1.[ClH:33]. The catalyst class is: 2. (2) Reactant: [F:1][C:2]1[CH:3]=[C:4]([NH:9][C:10](=[O:16])[O:11][CH2:12][CH:13]([CH3:15])[CH3:14])[CH:5]=[C:6]([F:8])[CH:7]=1.CN(C)CCN(C)C.C([Li])CCC.[S:30]1[CH2:35][CH2:34][C:33](=[O:36])[CH2:32][CH2:31]1. Product: [CH2:12]([O:11][C:10](=[O:16])[NH:9][C:4]1[CH:3]=[C:2]([F:1])[C:7]([C:33]2([OH:36])[CH2:34][CH2:35][S:30][CH2:31][CH2:32]2)=[C:6]([F:8])[CH:5]=1)[CH:13]([CH3:14])[CH3:15]. The catalyst class is: 1.